From a dataset of Catalyst prediction with 721,799 reactions and 888 catalyst types from USPTO. Predict which catalyst facilitates the given reaction. (1) Product: [ClH:29].[CH2:1]([O:3][C:4]1[CH:5]=[C:6]([N:11]2[C:15]([CH2:16][NH2:17])=[CH:14][C:13]([C:25]([F:26])([F:27])[F:28])=[N:12]2)[CH:7]=[C:8]([CH3:10])[CH:9]=1)[CH3:2]. Reactant: [CH2:1]([O:3][C:4]1[CH:5]=[C:6]([N:11]2[C:15]([CH2:16][NH:17]C(=O)OC(C)(C)C)=[CH:14][C:13]([C:25]([F:28])([F:27])[F:26])=[N:12]2)[CH:7]=[C:8]([CH3:10])[CH:9]=1)[CH3:2].[ClH:29]. The catalyst class is: 12. (2) Reactant: [CH3:1][S:2]([C:5]1[CH:6]=[CH:7][C:8]2[O:13][CH2:12][C:11](=[O:14])[NH:10][C:9]=2[CH:15]=1)(=[O:4])=[O:3].[H-].[Na+].FC1C=C2C(C=CC(=O)N2CCN2CCC(NCC3C=CC4OCC(=O)NC=4N=3)CC2)=CC=1.COC1C=C2C(C=CC(=O)N2[CH2:63][CH2:64][N:65]2[CH2:70][CH2:69][CH:68]([NH:71][C:72](=[O:78])[O:73][C:74]([CH3:77])([CH3:76])[CH3:75])[CH2:67][CH2:66]2)=CC=1. Product: [CH3:1][S:2]([C:5]1[CH:6]=[CH:7][C:8]2[O:13][CH2:12][C:11](=[O:14])[N:10]([CH2:63][CH2:64][N:65]3[CH2:70][CH2:69][CH:68]([NH:71][C:72](=[O:78])[O:73][C:74]([CH3:77])([CH3:76])[CH3:75])[CH2:67][CH2:66]3)[C:9]=2[CH:15]=1)(=[O:3])=[O:4]. The catalyst class is: 98.